This data is from Peptide-MHC class II binding affinity with 134,281 pairs from IEDB. The task is: Regression. Given a peptide amino acid sequence and an MHC pseudo amino acid sequence, predict their binding affinity value. This is MHC class II binding data. The peptide sequence is GLHFHEMNNGGDAMY. The MHC is DRB1_0801 with pseudo-sequence DRB1_0801. The binding affinity (normalized) is 0.508.